From a dataset of Catalyst prediction with 721,799 reactions and 888 catalyst types from USPTO. Predict which catalyst facilitates the given reaction. (1) Reactant: Br[C:2]1[CH:3]=[C:4]2[N:10]([O:11][C:12]3[CH:17]=[CH:16][CH:15]=[CH:14][CH:13]=3)[CH:9]=[CH:8][C:5]2=[N:6][CH:7]=1.C([O-])([O-])=O.[K+].[K+].[CH3:24][N:25]1[C:33]2[C:28](=[CH:29][C:30](B(O)O)=[CH:31][CH:32]=2)[CH:27]=[CH:26]1. Product: [CH3:24][N:25]1[C:33]2[C:28](=[CH:29][C:30]([C:2]3[CH:3]=[C:4]4[N:10]([O:11][C:12]5[CH:17]=[CH:16][CH:15]=[CH:14][CH:13]=5)[CH:9]=[CH:8][C:5]4=[N:6][CH:7]=3)=[CH:31][CH:32]=2)[CH:27]=[CH:26]1. The catalyst class is: 455. (2) Reactant: [CH:1]([NH:4][C:5]([N:7]1[CH2:12][CH2:11][CH:10]([CH2:13][CH2:14][O:15][C:16]2[CH:26]=[CH:25][C:19]([C:20]([O:22]CC)=[O:21])=[CH:18][CH:17]=2)[CH2:9][CH2:8]1)=[O:6])([CH3:3])[CH3:2].[OH-].[Na+]. Product: [CH:1]([NH:4][C:5]([N:7]1[CH2:12][CH2:11][CH:10]([CH2:13][CH2:14][O:15][C:16]2[CH:17]=[CH:18][C:19]([C:20]([OH:22])=[O:21])=[CH:25][CH:26]=2)[CH2:9][CH2:8]1)=[O:6])([CH3:3])[CH3:2]. The catalyst class is: 8. (3) The catalyst class is: 81. Product: [Cl:32][Si:33]([CH:40]1[CH2:41][CH2:42][CH2:43][CH2:44][CH2:45]1)([CH:34]1[CH2:39][CH2:38][CH2:37][CH2:36][CH2:35]1)[C:10]1[C:9]2[CH2:8][C:7]3[C:15](=[CH:16][CH:17]=[C:5]([C:1]([CH3:4])([CH3:3])[CH3:2])[CH:6]=3)[C:14]=2[CH:13]=[CH:12][C:11]=1[C:18]([CH3:21])([CH3:20])[CH3:19]. Reactant: [C:1]([C:5]1[CH:17]=[CH:16][C:15]2[C:14]3[C:9](=[CH:10][C:11]([C:18]([CH3:21])([CH3:20])[CH3:19])=[CH:12][CH:13]=3)[CH2:8][C:7]=2[CH:6]=1)([CH3:4])([CH3:3])[CH3:2].C(OCC)C.C([Li])CCC.[Cl:32][Si:33](Cl)([CH:40]1[CH2:45][CH2:44][CH2:43][CH2:42][CH2:41]1)[CH:34]1[CH2:39][CH2:38][CH2:37][CH2:36][CH2:35]1.